Dataset: Catalyst prediction with 721,799 reactions and 888 catalyst types from USPTO. Task: Predict which catalyst facilitates the given reaction. (1) Reactant: C(OC([NH:11][C@H:12]1[CH:18]2[CH:19]=[CH:20][CH:14]([CH:15]3[CH:17]2[CH2:16]3)[C@H:13]1[C:21]([O:23][CH3:24])=[O:22])=O)C1C=CC=CC=1. Product: [NH2:11][C@H:12]1[CH:18]2[CH2:19][CH2:20][CH:14]([CH:15]3[CH:17]2[CH2:16]3)[C@H:13]1[C:21]([O:23][CH3:24])=[O:22]. The catalyst class is: 78. (2) Reactant: [C:1]([Si:5]([CH3:15])([CH3:14])[O:6][C@@H:7]1[CH2:12][CH2:11][C@H:10]([OH:13])[CH2:9][CH2:8]1)([CH3:4])([CH3:3])[CH3:2].[Cl:16][C:17]1[CH:18]=[CH:19][C:20](O)=[C:21]([CH:26]=1)[C:22]([O:24][CH3:25])=[O:23].N(C(OC(C)C)=O)=NC(OC(C)C)=O.C1(P(C2C=CC=CC=2)C2C=CC=CC=2)C=CC=CC=1. Product: [CH3:25][O:24][C:22](=[O:23])[C:21]1[CH:26]=[C:17]([Cl:16])[CH:18]=[CH:19][C:20]=1[O:13][C@H:10]1[CH2:9][CH2:8][C@H:7]([O:6][Si:5]([C:1]([CH3:4])([CH3:3])[CH3:2])([CH3:15])[CH3:14])[CH2:12][CH2:11]1. The catalyst class is: 7. (3) Product: [OH:2][C:3]1[CH:4]=[C:5]2[C:10](=[CH:11][CH:12]=1)[C:9]([C:13]([C:15]1[CH:20]=[CH:19][C:18]([O:21][CH2:22][CH2:23][N:24]3[CH2:25][CH2:26][CH2:27][CH2:28][CH2:29]3)=[CH:17][CH:16]=1)=[O:14])=[C:8]([C:30]1[C:35]([F:36])=[CH:34][C:33]([F:37])=[CH:32][C:31]=1[F:38])[CH:7]=[CH:6]2. Reactant: C[O:2][C:3]1[CH:4]=[C:5]2[C:10](=[CH:11][CH:12]=1)[C:9]([C:13]([C:15]1[CH:20]=[CH:19][C:18]([O:21][CH2:22][CH2:23][N:24]3[CH2:29][CH2:28][CH2:27][CH2:26][CH2:25]3)=[CH:17][CH:16]=1)=[O:14])=[C:8]([C:30]1[C:35]([F:36])=[CH:34][C:33]([F:37])=[CH:32][C:31]=1[F:38])[CH:7]=[CH:6]2.Cl.C(OCC)C.B(Br)(Br)Br.C(=O)(O)[O-].[Na+]. The catalyst class is: 98. (4) Reactant: Cl[C:2]1[N:11]=[CH:10][C:9]([Cl:12])=[CH:8][C:3]=1[C:4]([O:6]C)=[O:5].[NH2:13][C:14]1[CH:19]=[CH:18][CH:17]=[CH:16][CH:15]=1. The catalyst class is: 13. Product: [Cl:12][C:9]1[CH:10]=[N:11][C:2]([NH:13][C:14]2[CH:19]=[CH:18][CH:17]=[CH:16][CH:15]=2)=[C:3]([CH:8]=1)[C:4]([OH:6])=[O:5].